Dataset: Catalyst prediction with 721,799 reactions and 888 catalyst types from USPTO. Task: Predict which catalyst facilitates the given reaction. (1) Reactant: Cl.[F:2][C:3]1[CH:8]=[CH:7][C:6]([CH:9]([OH:23])[CH:10]([NH2:22])[CH2:11][C:12]2[CH:17]=[CH:16][C:15]([C:18]([F:21])([F:20])[F:19])=[CH:14][CH:13]=2)=[CH:5][CH:4]=1.C(N(CC)CC)C.[F:31][C:32]([F:43])([F:42])[C:33]1[CH:38]=[CH:37][C:36]([N:39]=[C:40]=[O:41])=[CH:35][CH:34]=1. Product: [F:2][C:3]1[CH:4]=[CH:5][C:6]([CH:9]([OH:23])[CH:10]([NH:22][C:40]([NH:39][C:36]2[CH:35]=[CH:34][C:33]([C:32]([F:31])([F:42])[F:43])=[CH:38][CH:37]=2)=[O:41])[CH2:11][C:12]2[CH:17]=[CH:16][C:15]([C:18]([F:21])([F:20])[F:19])=[CH:14][CH:13]=2)=[CH:7][CH:8]=1. The catalyst class is: 47. (2) Reactant: [F:1][C:2]([F:34])([CH2:29][C@@H:30]([CH3:33])[CH2:31][CH3:32])[CH:3]([OH:28])[CH2:4][CH2:5][C@H:6]1[C@H:10]([O:11][CH:12]2[CH2:17][CH2:16][CH2:15][CH2:14][O:13]2)[CH2:9][C@H:8]([OH:18])[C@@H:7]1[CH2:19][CH2:20][CH2:21][CH2:22][CH2:23][CH2:24][C:25]([OH:27])=[O:26].C(N(C(C)C)CC)(C)C.[CH2:44](Br)[C:45]1[CH:50]=[CH:49][CH:48]=[CH:47][CH:46]=1. Product: [F:34][C:2]([F:1])([CH2:29][C@@H:30]([CH3:33])[CH2:31][CH3:32])[CH:3]([OH:28])[CH2:4][CH2:5][C@H:6]1[C@H:10]([O:11][CH:12]2[CH2:17][CH2:16][CH2:15][CH2:14][O:13]2)[CH2:9][C@H:8]([OH:18])[C@@H:7]1[CH2:19][CH2:20][CH2:21][CH2:22][CH2:23][CH2:24][C:25]([O:27][CH2:44][C:45]1[CH:50]=[CH:49][CH:48]=[CH:47][CH:46]=1)=[O:26]. The catalyst class is: 10. (3) Reactant: C(OC([N:8]1[CH2:26][CH2:25][C:11]2[N:12]([CH2:19][C:20]([O:22][CH2:23][CH3:24])=[O:21])[C:13]3[CH:14]=[CH:15][CH:16]=[CH:17][C:18]=3[C:10]=2[CH2:9]1)=O)(C)(C)C.[ClH:27]. Product: [ClH:27].[CH2:9]1[C:10]2[C:18]3[CH:17]=[CH:16][CH:15]=[CH:14][C:13]=3[N:12]([CH2:19][C:20]([O:22][CH2:23][CH3:24])=[O:21])[C:11]=2[CH2:25][CH2:26][NH:8]1. The catalyst class is: 13. (4) Reactant: [F:1][C:2]1[CH:7]=[C:6]([N:8]2[CH:12]=[N:11][N:10]=[N:9]2)[CH:5]=[CH:4][C:3]=1[C:13]1[CH:14]=[CH:15][C:16]2[O:20][C:19]([CH:21]3[CH2:26][CH2:25][N:24](C(OC(C)(C)C)=O)[CH2:23][CH2:22]3)=[N:18][C:17]=2[CH:34]=1.[F:35][C:36]([F:41])([F:40])[C:37]([OH:39])=[O:38]. Product: [F:35][C:36]([F:41])([F:40])[C:37]([OH:39])=[O:38].[F:1][C:2]1[CH:7]=[C:6]([N:8]2[CH:12]=[N:11][N:10]=[N:9]2)[CH:5]=[CH:4][C:3]=1[C:13]1[CH:14]=[CH:15][C:16]2[O:20][C:19]([CH:21]3[CH2:22][CH2:23][NH:24][CH2:25][CH2:26]3)=[N:18][C:17]=2[CH:34]=1. The catalyst class is: 2. (5) Reactant: [CH2:1]([O:3][C:4](=[O:24])[C:5]([O:21][CH2:22][CH3:23])=[CH:6][C:7]1[CH:12]=[CH:11][C:10]([O:13]CC2C=CC=CC=2)=[CH:9][N:8]=1)[CH3:2]. Product: [CH2:1]([O:3][C:4](=[O:24])[CH:5]([O:21][CH2:22][CH3:23])[CH2:6][C:7]1[CH:12]=[CH:11][C:10]([OH:13])=[CH:9][N:8]=1)[CH3:2]. The catalyst class is: 29. (6) Reactant: [OH:1][C:2]1([CH:13]([N+:15]([O-:17])=[O:16])[CH3:14])[CH2:5][N:4](C(OC(C)(C)C)=O)[CH2:3]1.[ClH:18]. Product: [ClH:18].[N+:15]([CH:13]([C:2]1([OH:1])[CH2:5][NH:4][CH2:3]1)[CH3:14])([O-:17])=[O:16]. The catalyst class is: 71. (7) Reactant: [C:1]([O:5][C:6]([N:8]1[CH2:12][CH2:11][CH2:10][CH:9]1[C:13]1[NH:14][C:15]([C:18]2[CH:23]=[CH:22][C:21](B3OC(C)(C)C(C)(C)O3)=[CH:20][CH:19]=2)=[CH:16][N:17]=1)=[O:7])([CH3:4])([CH3:3])[CH3:2].[F:33][C:34]([F:58])([F:57])[S:35]([O:38][C:39]1[CH:48]=[CH:47][CH:46]=[C:45]2[C:40]=1[CH:41]=[CH:42][CH:43]=[C:44]2OS(C(F)(F)F)(=O)=O)(=[O:37])=[O:36].C(=O)([O-])[O-].[K+].[K+]. Product: [C:1]([O:5][C:6]([N:8]1[CH2:12][CH2:11][CH2:10][CH:9]1[C:13]1[NH:14][C:15]([C:18]2[CH:19]=[CH:20][C:21]([C:44]3[C:45]4[C:40](=[C:39]([O:38][S:35]([C:34]([F:58])([F:33])[F:57])(=[O:36])=[O:37])[CH:48]=[CH:47][CH:46]=4)[CH:41]=[CH:42][CH:43]=3)=[CH:22][CH:23]=2)=[CH:16][N:17]=1)=[O:7])([CH3:4])([CH3:2])[CH3:3]. The catalyst class is: 109. (8) Reactant: [CH2:1]([N:5]([C:17]1[N:22]=[C:21]([N:23]([CH:28]2[CH2:33][C:32]([CH3:35])([CH3:34])[N:31]([OH:36])[C:30]([CH3:38])([CH3:37])[CH2:29]2)[CH2:24][CH2:25][CH2:26][CH3:27])[N:20]=[C:19]([N:39]([CH2:48][CH:49]([CH2:54][CH3:55])[CH2:50][CH2:51][CH2:52][CH3:53])[CH2:40][CH:41]([CH2:46][CH3:47])[CH2:42][CH2:43][CH2:44][CH3:45])[N:18]=1)[CH:6]1[CH2:11][C:10]([CH3:13])([CH3:12])[N:9]([OH:14])[C:8]([CH3:16])([CH3:15])[CH2:7]1)[CH2:2][CH2:3][CH3:4].N(O[C:59]([CH3:62])([CH3:61])C)=O.[Br:63][C:64]1[CH:70]=[C:69]([Br:71])[CH:68]=[CH:67][C:65]=1N. Product: [CH2:24]([N:23]([C:21]1[N:22]=[C:17]([N:5]([CH:6]2[CH2:11][C:10]([CH3:13])([CH3:12])[N:9]([O:14][C:61]3[CH:59]=[CH:62][C:64]([Br:63])=[CH:70][C:69]=3[Br:71])[C:8]([CH3:15])([CH3:16])[CH2:7]2)[CH2:1][CH2:2][CH2:3][CH3:4])[N:18]=[C:19]([N:39]([CH2:48][CH:49]([CH2:54][CH3:55])[CH2:50][CH2:51][CH2:52][CH3:53])[CH2:40][CH:41]([CH2:46][CH3:47])[CH2:42][CH2:43][CH2:44][CH3:45])[N:20]=1)[CH:28]1[CH2:29][C:30]([CH3:37])([CH3:38])[N:31]([O:36][C:68]2[CH:67]=[CH:65][C:64]([Br:63])=[CH:70][C:69]=2[Br:71])[C:32]([CH3:34])([CH3:35])[CH2:33]1)[CH2:25][CH2:26][CH3:27]. The catalyst class is: 17.